Dataset: Full USPTO retrosynthesis dataset with 1.9M reactions from patents (1976-2016). Task: Predict the reactants needed to synthesize the given product. (1) Given the product [CH2:1]([O:8][C:9](=[O:66])[NH:10][C@@H:11]1[C:14](=[O:15])[N:13]([CH2:16][C:17]2[CH:22]=[CH:21][C:20]([O:23][CH3:24])=[CH:19][C:18]=2[O:25][CH3:26])[C@@H:12]1[CH2:27][N:28]1[N:32]=[C:31]([CH2:33][OH:34])[C:30]([CH2:52][NH:53][S:54]([C:57]2[CH:62]=[CH:61][CH:60]=[CH:59][C:58]=2[N+:63]([O-:65])=[O:64])(=[O:55])=[O:56])=[N:29]1)[C:2]1[CH:3]=[CH:4][CH:5]=[CH:6][CH:7]=1, predict the reactants needed to synthesize it. The reactants are: [CH2:1]([O:8][C:9](=[O:66])[NH:10][C@@H:11]1[C:14](=[O:15])[N:13]([CH2:16][C:17]2[CH:22]=[CH:21][C:20]([O:23][CH3:24])=[CH:19][C:18]=2[O:25][CH3:26])[C@@H:12]1[CH2:27][N:28]1[N:32]=[C:31]([CH2:33][O:34][Si](C(C)(C)C)(C2C=CC=CC=2)C2C=CC=CC=2)[C:30]([CH2:52][NH:53][S:54]([C:57]2[CH:62]=[CH:61][CH:60]=[CH:59][C:58]=2[N+:63]([O-:65])=[O:64])(=[O:56])=[O:55])=[N:29]1)[C:2]1[CH:7]=[CH:6][CH:5]=[CH:4][CH:3]=1.CCCC[N+](CCCC)(CCCC)CCCC.[F-]. (2) Given the product [CH:16]1([N:7]2[CH2:8][C:9]([F:15])([F:14])[C:10](=[O:13])[N:11]([CH3:12])[C:5]3[CH:4]=[N:3][C:2]([NH:22][C:23]4[CH:44]=[CH:43][C:26]([C:27]([NH:29][CH:30]5[CH2:35][CH2:34][N:33]([CH2:36][CH2:37][CH2:38][S:39]([CH3:42])(=[O:41])=[O:40])[CH2:32][CH2:31]5)=[O:28])=[CH:25][C:24]=4[O:45][CH3:46])=[N:21][C:6]2=3)[CH2:20][CH2:19][CH2:18][CH2:17]1, predict the reactants needed to synthesize it. The reactants are: Cl[C:2]1[N:3]=[CH:4][C:5]2[N:11]([CH3:12])[C:10](=[O:13])[C:9]([F:15])([F:14])[CH2:8][N:7]([CH:16]3[CH2:20][CH2:19][CH2:18][CH2:17]3)[C:6]=2[N:21]=1.[NH2:22][C:23]1[CH:44]=[CH:43][C:26]([C:27]([NH:29][CH:30]2[CH2:35][CH2:34][N:33]([CH2:36][CH2:37][CH2:38][S:39]([CH3:42])(=[O:41])=[O:40])[CH2:32][CH2:31]2)=[O:28])=[CH:25][C:24]=1[O:45][CH3:46].O.C1(C)C=CC(S(O)(=O)=O)=CC=1.C(=O)([O-])[O-].[Na+].[Na+]. (3) The reactants are: [OH:1][CH2:2][C:3]1([C:16]2[CH:21]=[CH:20][CH:19]=[CH:18][CH:17]=2)[CH2:8][CH2:7][N:6]([C:9]([O:11][C:12]([CH3:15])([CH3:14])[CH3:13])=[O:10])[CH2:5][CH2:4]1.C(N(CC)CC)C.[S:29](Cl)([CH3:32])(=[O:31])=[O:30].[Cl-].[NH4+]. Given the product [CH3:32][S:29]([O:1][CH2:2][C:3]1([C:16]2[CH:17]=[CH:18][CH:19]=[CH:20][CH:21]=2)[CH2:8][CH2:7][N:6]([C:9]([O:11][C:12]([CH3:14])([CH3:15])[CH3:13])=[O:10])[CH2:5][CH2:4]1)(=[O:31])=[O:30], predict the reactants needed to synthesize it. (4) Given the product [F:1][C:2]1[CH:3]=[C:4]([CH:29]=[C:30]([N:32]2[CH2:37][CH2:36][CH2:35][CH2:34][CH2:33]2)[CH:31]=1)[C:5]([NH:7][C:8]1[C:17]2[C:12](=[CH:13][CH:14]=[CH:15][CH:16]=2)[C:11]([O:18][C:19]2[CH:24]=[CH:23][N:22]=[C:21]([N:40]3[CH2:41][CH2:42][CH2:43][CH:39]3[CH3:38])[N:20]=2)=[CH:10][CH:9]=1)=[O:6], predict the reactants needed to synthesize it. The reactants are: [F:1][C:2]1[CH:3]=[C:4]([CH:29]=[C:30]([N:32]2[CH2:37][CH2:36][CH2:35][CH2:34][CH2:33]2)[CH:31]=1)[C:5]([NH:7][C:8]1[C:17]2[C:12](=[CH:13][CH:14]=[CH:15][CH:16]=2)[C:11]([O:18][C:19]2[CH:24]=[CH:23][N:22]=[C:21](S(C)(=O)=O)[N:20]=2)=[CH:10][CH:9]=1)=[O:6].[CH3:38][CH:39]1[CH2:43][CH2:42][CH2:41][NH:40]1. (5) Given the product [CH2:1]([C:3]1[CH:8]=[C:7]([C:9]2[N:13]=[C:12]([C:14]3[CH:19]=[C:18]([CH3:20])[N:17]=[C:16]([CH2:21][CH:22]([CH3:23])[CH3:24])[CH:15]=3)[O:11][N:10]=2)[CH:6]=[C:5]([CH3:25])[C:4]=1[O:26][CH2:28][C@H:29]([OH:32])[CH2:30][OH:31])[CH3:2], predict the reactants needed to synthesize it. The reactants are: [CH2:1]([C:3]1[CH:8]=[C:7]([C:9]2[N:13]=[C:12]([C:14]3[CH:19]=[C:18]([CH3:20])[N:17]=[C:16]([CH2:21][CH:22]([CH3:24])[CH3:23])[CH:15]=3)[O:11][N:10]=2)[CH:6]=[C:5]([CH3:25])[C:4]=1[OH:26])[CH3:2].Cl[CH2:28][C@H:29]([OH:32])[CH2:30][OH:31]. (6) The reactants are: [C:1]([O:4][CH2:5][C:6]1[CH:14]=[CH:13][C:9]([C:10]([OH:12])=O)=[CH:8][CH:7]=1)(=[O:3])[CH3:2].C(Cl)(=O)C(Cl)=O.Cl.[Cl:22][C:23]1[CH:31]=[C:30]2[C:26]([C:27]([CH2:38][CH:39]([CH3:41])[CH3:40])=[CH:28][N:29]2[C:32]2[S:33][CH:34]=[C:35]([NH2:37])[N:36]=2)=[CH:25][CH:24]=1.C(N(CC)CC)C. Given the product [C:1]([O:4][CH2:5][C:6]1[CH:7]=[CH:8][C:9]([C:10]([NH:37][C:35]2[N:36]=[C:32]([N:29]3[C:30]4[C:26](=[CH:25][CH:24]=[C:23]([Cl:22])[CH:31]=4)[C:27]([CH2:38][CH:39]([CH3:41])[CH3:40])=[CH:28]3)[S:33][CH:34]=2)=[O:12])=[CH:13][CH:14]=1)(=[O:3])[CH3:2], predict the reactants needed to synthesize it. (7) Given the product [F:32][C:29]1[CH:28]=[CH:27][C:26]([CH:19]([CH:20]2[CH2:21][CH2:22][O:23][CH2:24][CH2:25]2)[N:5]2[C:6]3[CH:7]=[C:8]([C:15]([O:17][CH3:18])=[O:16])[CH:9]=[CH:10][C:11]=3[C:12]3[N:13]=[CH:14][C:2]([B:36]4[O:37][C:38]([CH3:40])([CH3:39])[C:34]([CH3:50])([CH3:33])[O:35]4)=[CH:3][C:4]2=3)=[CH:31][CH:30]=1, predict the reactants needed to synthesize it. The reactants are: Br[C:2]1[CH:14]=[N:13][C:12]2[C:11]3[CH:10]=[CH:9][C:8]([C:15]([O:17][CH3:18])=[O:16])=[CH:7][C:6]=3[N:5]([CH:19]([C:26]3[CH:31]=[CH:30][C:29]([F:32])=[CH:28][CH:27]=3)[CH:20]3[CH2:25][CH2:24][O:23][CH2:22][CH2:21]3)[C:4]=2[CH:3]=1.[CH3:33][C:34]1([CH3:50])[C:38]([CH3:40])([CH3:39])[O:37][B:36]([B:36]2[O:37][C:38]([CH3:40])([CH3:39])[C:34]([CH3:50])([CH3:33])[O:35]2)[O:35]1.CC([O-])=O.[K+].